From a dataset of NCI-60 drug combinations with 297,098 pairs across 59 cell lines. Regression. Given two drug SMILES strings and cell line genomic features, predict the synergy score measuring deviation from expected non-interaction effect. (1) Drug 1: CCC1(CC2CC(C3=C(CCN(C2)C1)C4=CC=CC=C4N3)(C5=C(C=C6C(=C5)C78CCN9C7C(C=CC9)(C(C(C8N6C=O)(C(=O)OC)O)OC(=O)C)CC)OC)C(=O)OC)O.OS(=O)(=O)O. Drug 2: C(CC(=O)O)C(=O)CN.Cl. Cell line: CCRF-CEM. Synergy scores: CSS=37.5, Synergy_ZIP=1.20, Synergy_Bliss=3.21, Synergy_Loewe=-0.0866, Synergy_HSA=3.55. (2) Drug 2: C#CCC(CC1=CN=C2C(=N1)C(=NC(=N2)N)N)C3=CC=C(C=C3)C(=O)NC(CCC(=O)O)C(=O)O. Drug 1: C1=CC(=CC=C1CCCC(=O)O)N(CCCl)CCCl. Cell line: 786-0. Synergy scores: CSS=36.1, Synergy_ZIP=-11.4, Synergy_Bliss=-23.7, Synergy_Loewe=-46.0, Synergy_HSA=-20.5.